This data is from Catalyst prediction with 721,799 reactions and 888 catalyst types from USPTO. The task is: Predict which catalyst facilitates the given reaction. (1) Reactant: [Br:1][C:2]1[C:12]2[C:13]3[C:5]([CH:6]=[CH:7][C:8]=3[CH:9]=[CH:10][CH:11]=2)=[CH:4][CH:3]=1.[C:14]1([C:20]2O[C:22]([C:29]3[CH:34]=[CH:33][CH:32]=[CH:31][CH:30]=3)=[C:23]3[C:28]=2[CH:27]=[CH:26][CH:25]=[CH:24]3)[CH:19]=[CH:18][CH:17]=[CH:16][CH:15]=1. Product: [Br:1][C:2]1[C:12]2[C:13]3[C:5]([C:6]4[C:20]([C:14]5[CH:19]=[CH:18][CH:17]=[CH:16][CH:15]=5)=[C:28]5[CH:27]=[CH:26][CH:25]=[CH:24][C:23]5=[C:22]([C:29]5[CH:34]=[CH:33][CH:32]=[CH:31][CH:30]=5)[C:7]=4[C:8]=3[CH:9]=[CH:10][CH:11]=2)=[CH:4][CH:3]=1. The catalyst class is: 113. (2) Reactant: [C:1]([N:8]1[CH2:12][CH2:11][C@@H:10](O)[CH2:9]1)([O:3][C:4]([CH3:7])([CH3:6])[CH3:5])=[O:2].C(Br)(Br)(Br)[Br:15].C1(P(C2C=CC=CC=2)C2C=CC=CC=2)C=CC=CC=1. Product: [Br:15][C@H:10]1[CH2:11][CH2:12][N:8]([C:1]([O:3][C:4]([CH3:7])([CH3:6])[CH3:5])=[O:2])[CH2:9]1. The catalyst class is: 1.